Task: Predict the reaction yield, written as a fraction of the theoretical maximum amount of product (1.0 means a 100% yield; for example, 0.34 means a 34% yield).. Dataset: Reaction yield outcomes from USPTO patents with 853,638 reactions (1) The reactants are [CH3:1][C:2]1[CH:3]=[CH:4][CH:5]=[C:6]2[C:10]=1[NH:9][C:8]([C:11]([OH:13])=O)=[CH:7]2.Cl.CN(C)CCCN=C=NCC.[CH3:26][N:27]1[CH2:32][CH2:31][NH:30][CH2:29][CH2:28]1. The catalyst is C(Cl)Cl. The product is [CH3:1][C:2]1[CH:3]=[CH:4][CH:5]=[C:6]2[C:10]=1[NH:9][C:8]([C:11]([N:30]1[CH2:31][CH2:32][N:27]([CH3:26])[CH2:28][CH2:29]1)=[O:13])=[CH:7]2. The yield is 0.973. (2) The reactants are [F:1][C:2]([F:14])([F:13])[C:3]([C:9]([F:12])([F:11])[F:10])([OH:8])[CH2:4][CH2:5][CH2:6][OH:7].C[Li].[CH2:17]([Li])CCC.[C:22](Cl)(=[O:26])[C:23]([CH3:25])=[CH2:24]. The yield is 0.760. The product is [C:22]([O:7][CH2:6][CH:5]([CH3:17])[CH2:4][C:3]([C:9]([F:10])([F:11])[F:12])([OH:8])[C:2]([F:13])([F:14])[F:1])(=[O:26])[C:23]([CH3:25])=[CH2:24]. No catalyst specified. (3) The reactants are Br[C:2]1[N:3]=[C:4]2[N:10]([CH:11]([CH2:14][CH3:15])[CH2:12][CH3:13])[C:9](=[O:16])[N:8](C(OC(C)(C)C)=O)[C:5]2=[N:6][CH:7]=1.[CH3:24][NH:25][CH3:26].CC([O-])(C)C.[Na+].Cl. The catalyst is C1(C)C=CC=CC=1.CO.O1CCOCC1. The product is [CH3:24][N:25]([CH3:26])[C:2]1[N:3]=[C:4]2[N:10]([CH:11]([CH2:12][CH3:13])[CH2:14][CH3:15])[C:9]([OH:16])=[N:8][C:5]2=[N:6][CH:7]=1. The yield is 0.320. (4) The reactants are C(OC([N:8]1[CH:12]=[C:11]([CH2:13][CH2:14]CC(=O)NCCCCCCCC)[N:10]=[C:9]1[NH2:27])=O)(C)(C)C.[N:28]#CN.C(O)C.[ClH:34]. The catalyst is O.CO. The product is [ClH:34].[ClH:34].[NH2:28][CH2:14][CH2:13][C:11]1[N:10]=[C:9]([NH2:27])[NH:8][CH:12]=1. The yield is 0.620. (5) The reactants are Cl[CH2:2][C:3]1[N:12]([C:13]2[CH:18]=[CH:17][CH:16]=[CH:15][C:14]=2[Cl:19])[C:11](=[O:20])[C:10]2[C:5](=[CH:6][C:7]([N+:21]([O-:23])=[O:22])=[CH:8][CH:9]=2)[N:4]=1.O.[SH:25][C:26]1[N:34]=[CH:33][N:32]=[C:31]2[C:27]=1[NH:28][CH:29]=[N:30]2.C([O-])([O-])=O.[K+].[K+]. The catalyst is CN(C=O)C. The product is [Cl:19][C:14]1[CH:15]=[CH:16][CH:17]=[CH:18][C:13]=1[N:12]1[C:11](=[O:20])[C:10]2[C:5](=[CH:6][C:7]([N+:21]([O-:23])=[O:22])=[CH:8][CH:9]=2)[N:4]=[C:3]1[CH2:2][S:25][C:26]1[N:34]=[CH:33][N:32]=[C:31]2[C:27]=1[N:28]=[CH:29][NH:30]2. The yield is 0.740.